From a dataset of Full USPTO retrosynthesis dataset with 1.9M reactions from patents (1976-2016). Predict the reactants needed to synthesize the given product. The reactants are: [S:1]1[CH:5]=[C:4]([CH:6]=[O:7])[C:3]2[CH:8]=[CH:9][CH:10]=[CH:11][C:2]1=2.[Li+].[Cl-].II.I[C:17]1S[C:20]2[CH:22]=[CH:23][CH:24]=[CH:25][C:19]=2[C:18]=1C=O.C1(C#C)C=CC=CC=1. Given the product [C:19]1([C:18]#[C:17][C:5]2[S:1][C:2]3[CH:11]=[CH:10][CH:9]=[CH:8][C:3]=3[C:4]=2[CH:6]=[O:7])[CH:25]=[CH:24][CH:23]=[CH:22][CH:20]=1, predict the reactants needed to synthesize it.